From a dataset of Full USPTO retrosynthesis dataset with 1.9M reactions from patents (1976-2016). Predict the reactants needed to synthesize the given product. (1) Given the product [CH3:1][C:2]([CH3:24])([CH3:23])[CH2:3][N:4]1[C:8]2[N:9]=[C:10]([C:13]#[N:14])[N:11]=[CH:12][C:7]=2[CH:6]=[C:5]1[CH2:15][N:16]1[CH2:21][CH2:20][CH:19]([NH:33][CH2:32][CH2:31][CH2:30][N:25]2[CH:29]=[CH:28][N:27]=[CH:26]2)[CH2:18][CH2:17]1, predict the reactants needed to synthesize it. The reactants are: [CH3:1][C:2]([CH3:24])([CH3:23])[CH2:3][N:4]1[C:8]2[N:9]=[C:10]([C:13]#[N:14])[N:11]=[CH:12][C:7]=2[CH:6]=[C:5]1[CH2:15][N:16]1[CH2:21][CH2:20][C:19](=O)[CH2:18][CH2:17]1.[N:25]1([CH2:30][CH2:31][CH2:32][NH2:33])[CH:29]=[CH:28][N:27]=[CH:26]1.C(N(CC)CC)C.[O-]S([O-])(=O)=O.[Mg+2].[BH4-].[Na+]. (2) Given the product [C:13]([N:11]1[CH2:12][C:8](=[CH:1][C:2]2[CH:3]=[CH:4][CH:5]=[CH:6][CH:7]=2)[CH2:9][C@H:10]1[C:20]([NH:27][CH:28]1[CH2:29][N:30]([C:32]([O:34][C:35]([CH3:38])([CH3:37])[CH3:36])=[O:33])[CH2:31]1)=[O:22])(=[O:15])[CH3:23], predict the reactants needed to synthesize it. The reactants are: [CH:1](=[C:8]1[CH2:12][N:11]([C:13]([O:15]C(C)(C)C)=O)[C@H:10]([C:20]([OH:22])=O)[CH2:9]1)[C:2]1[CH:7]=[CH:6][CH:5]=[CH:4][CH:3]=1.[C:23](Cl)(=O)C.[NH2:27][CH:28]1[CH2:31][N:30]([C:32]([O:34][C:35]([CH3:38])([CH3:37])[CH3:36])=[O:33])[CH2:29]1. (3) Given the product [CH3:3][N:2]([C:4]1[C:9]2[CH2:10][C@@H:11]3[C:21]([C:22](=[O:23])[C:8]=2[C:7]([OH:33])=[CH:6][CH:5]=1)=[C:20]([OH:24])[C@@:19]1([OH:25])[C@H:13]([C@H:14]([N:30]([CH3:32])[CH3:31])[C:15]([OH:29])=[C:16]([C:26]([NH2:28])=[O:27])[C:17]1=[O:18])[CH2:12]3)[CH3:1], predict the reactants needed to synthesize it. The reactants are: [CH3:1][N:2]([C:4]1[C:9]2[CH2:10][C@@H:11]3[C:21]([C:22](=[O:23])[C:8]=2[C:7]([OH:33])=[CH:6][CH:5]=1)=[C:20]([OH:24])[C@@:19]1([OH:25])[C@H:13]([C@H:14]([N:30]([CH3:32])[CH3:31])[C:15]([OH:29])=[C:16]([C:26]([NH2:28])=[O:27])[C:17]1=[O:18])[CH2:12]3)[CH3:3].Cl.O.C(=O)(O)[O-].[Na+]. (4) Given the product [C:27]([O:31][C:32]([NH:34][C:35]([CH3:36])([C:37]([O:13][C:7]1[C:8]([O:12][C:72](=[O:74])[CH3:73])=[C:9]2[C:4](=[C:5]3[CH:17]=[CH:16][CH:15]=[CH:14][C:6]=13)[O:3][C:2]([CH3:18])([CH3:1])[CH2:11][CH2:10]2)=[O:39])[CH3:40])=[O:33])([CH3:28])([CH3:29])[CH3:30], predict the reactants needed to synthesize it. The reactants are: [CH3:1][C:2]1([CH3:18])[CH2:11][CH2:10][C:9]2[C:8](=[O:12])[C:7](=[O:13])[C:6]3[CH:14]=[CH:15][CH:16]=[CH:17][C:5]=3[C:4]=2[O:3]1.[O-]S(S([O-])=O)=O.[Na+].[Na+].[C:27]([O:31][C:32]([NH:34][C:35]([CH3:40])([C:37]([OH:39])=O)[CH3:36])=[O:33])([CH3:30])([CH3:29])[CH3:28].C(N(CC)CC)C.CN(C(ON1N=NC2C=CC=CC1=2)=[N+](C)C)C.F[P-](F)(F)(F)(F)F.[C:72](OC(=O)C)(=[O:74])[CH3:73].